This data is from Forward reaction prediction with 1.9M reactions from USPTO patents (1976-2016). The task is: Predict the product of the given reaction. (1) Given the reactants [CH3:1][C:2]1[C:7]([N+:8]([O-])=O)=[CH:6][C:5]([C:11]([F:14])([F:13])[F:12])=[CH:4][N:3]=1, predict the reaction product. The product is: [CH3:1][C:2]1[C:7]([NH2:8])=[CH:6][C:5]([C:11]([F:13])([F:12])[F:14])=[CH:4][N:3]=1. (2) Given the reactants [F:1][C:2]1[CH:7]=[CH:6][CH:5]=[CH:4][C:3]=1[C:8]1[NH:9][C:10]2[N:11]([N:15]=[CH:16][N:17]=2)[C:12](=O)[CH:13]=1.P(Cl)(Cl)([Cl:20])=O, predict the reaction product. The product is: [Cl:20][C:12]1[N:11]2[N:15]=[CH:16][N:17]=[C:10]2[N:9]=[C:8]([C:3]2[CH:4]=[CH:5][CH:6]=[CH:7][C:2]=2[F:1])[CH:13]=1. (3) Given the reactants [Br:1][C:2]1[CH:8]=[C:7]([N+:9]([O-])=O)[C:5]([NH2:6])=[C:4]([F:12])[CH:3]=1.[Cl-].[NH4+], predict the reaction product. The product is: [Br:1][C:2]1[CH:8]=[C:7]([NH2:9])[C:5]([NH2:6])=[C:4]([F:12])[CH:3]=1.